Predict the reaction yield, written as a fraction of the theoretical maximum amount of product (1.0 means a 100% yield; for example, 0.34 means a 34% yield). From a dataset of Reaction yield outcomes from USPTO patents with 853,638 reactions. The reactants are [CH:1]([NH:3][NH:4][CH:5]=O)=O.C[Si](Cl)(C)C.CCN(CC)CC.[NH2:19][C:20]1[CH:25]=[CH:24][C:23]([CH2:26][C:27]([OH:29])=[O:28])=[CH:22][CH:21]=1. The catalyst is N1C=CC=CC=1. The product is [N:4]1[N:3]=[CH:1][N:19]([C:20]2[CH:21]=[CH:22][C:23]([CH2:26][C:27]([OH:29])=[O:28])=[CH:24][CH:25]=2)[CH:5]=1. The yield is 0.930.